Predict the product of the given reaction. From a dataset of Forward reaction prediction with 1.9M reactions from USPTO patents (1976-2016). (1) Given the reactants [Cl:1][C:2]1[S:3][C:4]2[CH:10]=[C:9]([O:11][CH3:12])[CH:8]=[CH:7][C:5]=2[N:6]=1.[CH:13]1([N:16]2[CH2:21][CH2:20][NH:19][CH2:18][CH2:17]2)[CH2:15][CH2:14]1, predict the reaction product. The product is: [ClH:1].[CH:13]1([N:16]2[CH2:21][CH2:20][N:19]([C:2]3[S:3][C:4]4[CH:10]=[C:9]([O:11][CH3:12])[CH:8]=[CH:7][C:5]=4[N:6]=3)[CH2:18][CH2:17]2)[CH2:15][CH2:14]1. (2) The product is: [C:1]1([C@@H:7]2[CH2:9][C@H:8]2[NH:10][CH2:17][CH:18]2[CH2:21][N:20]([CH2:22][C:23]3[CH:32]=[CH:31][C:26]([C:27]([OH:29])=[O:28])=[CH:25][CH:24]=3)[CH2:19]2)[CH:6]=[CH:5][CH:4]=[CH:3][CH:2]=1. Given the reactants [C:1]1([C@@H:7]2[CH2:9][C@H:8]2[N:10]([CH2:17][CH:18]2[CH2:21][N:20]([CH2:22][C:23]3[CH:32]=[CH:31][C:26]([C:27]([O:29]C)=[O:28])=[CH:25][CH:24]=3)[CH2:19]2)C(=O)C(F)(F)F)[CH:6]=[CH:5][CH:4]=[CH:3][CH:2]=1.[OH-].[Na+].O, predict the reaction product. (3) The product is: [F:27][C:23]1[CH:22]=[C:21]([S:18]([NH:17][C:13]2[CH:12]=[C:11]3[C:16](=[CH:15][CH:14]=2)[NH:8][N:9]=[C:10]3[C:28]2[CH:29]=[CH:30][CH:31]=[CH:32][CH:33]=2)(=[O:20])=[O:19])[CH:26]=[CH:25][CH:24]=1. Given the reactants C(OC([N:8]1[C:16]2[C:11](=[CH:12][C:13]([NH:17][S:18]([C:21]3[CH:26]=[CH:25][CH:24]=[C:23]([F:27])[CH:22]=3)(=[O:20])=[O:19])=[CH:14][CH:15]=2)[C:10]([C:28]2[CH:33]=[CH:32][CH:31]=[CH:30][CH:29]=2)=[N:9]1)=O)(C)(C)C.I[Si](C)(C)C.N, predict the reaction product. (4) Given the reactants [F:1][C@H:2]1[C@@H:6]([CH2:7][NH:8][C:9]([O:11][CH2:12][C:13]2[CH:18]=[CH:17][CH:16]=[CH:15][CH:14]=2)=[O:10])[CH2:5][N:4](C(OC(C)(C)C)=O)[CH2:3]1.C(O)(C(F)(F)F)=O.CC[NH+](CC)CC.CC[NH+](CC)CC.C([O-])([O-])=O, predict the reaction product. The product is: [F:1][C@H:2]1[CH2:3][NH:4][CH2:5][C@H:6]1[CH2:7][NH:8][C:9](=[O:10])[O:11][CH2:12][C:13]1[CH:18]=[CH:17][CH:16]=[CH:15][CH:14]=1.